Task: Predict which catalyst facilitates the given reaction.. Dataset: Catalyst prediction with 721,799 reactions and 888 catalyst types from USPTO (1) Reactant: C(=O)([O-])[O-].[K+].[K+].[C:7]([O:11][C:12]([N:14]1[CH2:19][CH2:18][CH:17]([N:20]2[C:24]3=[N:25][CH:26]=[N:27][C:28](Cl)=[C:23]3[CH:22]=[N:21]2)[CH2:16][CH2:15]1)=[O:13])([CH3:10])([CH3:9])[CH3:8].[F:30][C:31]1[CH:36]=[C:35]([F:37])[C:34]([F:38])=[CH:33][C:32]=1[OH:39].O. Product: [C:7]([O:11][C:12]([N:14]1[CH2:19][CH2:18][CH:17]([N:20]2[C:24]3=[N:25][CH:26]=[N:27][C:28]([O:39][C:32]4[CH:33]=[C:34]([F:38])[C:35]([F:37])=[CH:36][C:31]=4[F:30])=[C:23]3[CH:22]=[N:21]2)[CH2:16][CH2:15]1)=[O:13])([CH3:10])([CH3:9])[CH3:8]. The catalyst class is: 483. (2) Reactant: C[O:2][C:3]([C:5]1[CH:6]=[C:7]2[C:11](=[CH:12][CH:13]=1)[N:10]([CH2:14][C:15](=[O:32])[CH2:16][O:17][C:18]1[CH:23]=[CH:22][C:21]([CH2:24][CH2:25][CH2:26][CH2:27][CH2:28][CH2:29][CH2:30][CH3:31])=[CH:20][CH:19]=1)[CH:9]=[C:8]2[C:33](=[O:44])[C:34]1[CH:39]=[CH:38][C:37]([C:40]([O:42]C)=[O:41])=[CH:36][CH:35]=1)=[O:4].C(O)C.[OH-].[K+].Cl. Product: [C:40]([C:37]1[CH:36]=[CH:35][C:34]([C:33]([C:8]2[C:7]3[C:11](=[CH:12][CH:13]=[C:5]([C:3]([OH:4])=[O:2])[CH:6]=3)[N:10]([CH2:14][C:15](=[O:32])[CH2:16][O:17][C:18]3[CH:19]=[CH:20][C:21]([CH2:24][CH2:25][CH2:26][CH2:27][CH2:28][CH2:29][CH2:30][CH3:31])=[CH:22][CH:23]=3)[CH:9]=2)=[O:44])=[CH:39][CH:38]=1)([OH:42])=[O:41]. The catalyst class is: 6. (3) Reactant: [Br:1][C:2]1[CH:3]=[C:4]([N+:9]([O-:11])=[O:10])[C:5](Cl)=[N:6][CH:7]=1.[CH:12]1([CH2:15][NH2:16])[CH2:14][CH2:13]1.C(N(CC)C(C)C)(C)C. Product: [Br:1][C:2]1[CH:3]=[C:4]([N+:9]([O-:11])=[O:10])[C:5]([NH:16][CH2:15][CH:12]2[CH2:14][CH2:13]2)=[N:6][CH:7]=1. The catalyst class is: 8. (4) Reactant: Cl[CH2:2][CH2:3][CH2:4][C:5]([C:7]1[CH:12]=[CH:11][CH:10]=[CH:9][CH:8]=1)=[O:6].[C:13]([NH:21][CH:22]1[CH2:27][CH2:26][NH:25][CH2:24][CH2:23]1)(=[O:20])[C:14]1[CH:19]=[CH:18][CH:17]=[CH:16][CH:15]=1.C([O-])([O-])=O.[K+].[K+].O. Product: [C:5]([CH2:4][CH2:3][CH2:2][N:25]1[CH2:26][CH2:27][CH:22]([NH:21][C:13](=[O:20])[C:14]2[CH:19]=[CH:18][CH:17]=[CH:16][CH:15]=2)[CH2:23][CH2:24]1)(=[O:6])[C:7]1[CH:12]=[CH:11][CH:10]=[CH:9][CH:8]=1. The catalyst class is: 22. (5) Product: [Cl:1][C:2]1[CH:3]=[C:4]([C:5]2[C:22]([C:23]#[N:24])=[C:21]([OH:20])[N:16]=[C:14]([CH:12]([CH3:13])[CH3:11])[N:15]=2)[CH:7]=[CH:8][C:9]=1[Cl:10]. The catalyst class is: 14. Reactant: [Cl:1][C:2]1[CH:3]=[C:4]([CH:7]=[CH:8][C:9]=1[Cl:10])[CH:5]=O.[CH3:11][CH:12]([C:14]([NH2:16])=[NH:15])[CH3:13].Cl.C([O:20][C:21](=O)[CH2:22][C:23]#[N:24])C.C([O-])([O-])=O.[K+].[K+]. (6) The catalyst class is: 3. Product: [C:1]([O:5][C:6](=[O:7])[N:8]([CH2:9][C:10](=[O:11])[NH:12][C:13]1[CH:18]=[C:17]([C:19]2[CH:24]=[CH:23][C:22]([C:25](=[O:26])[NH:47][C:44]3[CH:45]=[CH:46][C:41]([CH2:40][N:37]4[CH2:36][CH2:35][N:34]([S:31]([CH3:30])(=[O:33])=[O:32])[CH2:39][CH2:38]4)=[CH:42][CH:43]=3)=[CH:21][CH:20]=2)[C:16]([Cl:28])=[CH:15][CH:14]=1)[CH3:29])([CH3:4])([CH3:3])[CH3:2]. Reactant: [C:1]([O:5][C:6]([N:8]([CH3:29])[CH2:9][C:10]([NH:12][C:13]1[CH:14]=[CH:15][C:16]([Cl:28])=[C:17]([C:19]2[CH:24]=[CH:23][C:22]([C:25](O)=[O:26])=[CH:21][CH:20]=2)[CH:18]=1)=[O:11])=[O:7])([CH3:4])([CH3:3])[CH3:2].[CH3:30][S:31]([N:34]1[CH2:39][CH2:38][N:37]([CH2:40][C:41]2[CH:46]=[CH:45][C:44]([NH2:47])=[CH:43][CH:42]=2)[CH2:36][CH2:35]1)(=[O:33])=[O:32].CN(C(ON1N=NC2C=CC=CC1=2)=[N+](C)C)C.F[P-](F)(F)(F)(F)F.CN1CCOCC1. (7) Reactant: [CH3:1][C:2]1[NH:7][C:6](=[O:8])[N:5]([CH2:9][CH2:10][CH3:11])[C:4](=[O:12])[C:3]=1[N+:13]([O-:15])=[O:14].C([O-])([O-])=O.[K+].[K+].I[CH2:23][CH3:24]. Product: [CH3:1][C:2]1[N:7]([CH2:23][CH3:24])[C:6](=[O:8])[N:5]([CH2:9][CH2:10][CH3:11])[C:4](=[O:12])[C:3]=1[N+:13]([O-:15])=[O:14]. The catalyst class is: 3.